This data is from NCI-60 drug combinations with 297,098 pairs across 59 cell lines. The task is: Regression. Given two drug SMILES strings and cell line genomic features, predict the synergy score measuring deviation from expected non-interaction effect. (1) Drug 1: C1CCN(CC1)CCOC2=CC=C(C=C2)C(=O)C3=C(SC4=C3C=CC(=C4)O)C5=CC=C(C=C5)O. Drug 2: CC1=C2C(C(=O)C3(C(CC4C(C3C(C(C2(C)C)(CC1OC(=O)C(C(C5=CC=CC=C5)NC(=O)OC(C)(C)C)O)O)OC(=O)C6=CC=CC=C6)(CO4)OC(=O)C)O)C)O. Cell line: SN12C. Synergy scores: CSS=50.2, Synergy_ZIP=0.0406, Synergy_Bliss=-0.659, Synergy_Loewe=-1.73, Synergy_HSA=0.532. (2) Drug 1: CCC1=C2CN3C(=CC4=C(C3=O)COC(=O)C4(CC)O)C2=NC5=C1C=C(C=C5)O. Drug 2: CCN(CC)CCCC(C)NC1=C2C=C(C=CC2=NC3=C1C=CC(=C3)Cl)OC. Cell line: NCI-H460. Synergy scores: CSS=34.5, Synergy_ZIP=-4.48, Synergy_Bliss=-0.859, Synergy_Loewe=-29.5, Synergy_HSA=-0.305. (3) Cell line: HT29. Synergy scores: CSS=42.4, Synergy_ZIP=0.591, Synergy_Bliss=2.63, Synergy_Loewe=-21.1, Synergy_HSA=1.78. Drug 2: CCC1(CC2CC(C3=C(CCN(C2)C1)C4=CC=CC=C4N3)(C5=C(C=C6C(=C5)C78CCN9C7C(C=CC9)(C(C(C8N6C=O)(C(=O)OC)O)OC(=O)C)CC)OC)C(=O)OC)O.OS(=O)(=O)O. Drug 1: CN(C)N=NC1=C(NC=N1)C(=O)N. (4) Drug 1: CCC1(CC2CC(C3=C(CCN(C2)C1)C4=CC=CC=C4N3)(C5=C(C=C6C(=C5)C78CCN9C7C(C=CC9)(C(C(C8N6C)(C(=O)OC)O)OC(=O)C)CC)OC)C(=O)OC)O.OS(=O)(=O)O. Drug 2: COC1=NC(=NC2=C1N=CN2C3C(C(C(O3)CO)O)O)N. Cell line: SK-MEL-5. Synergy scores: CSS=-0.334, Synergy_ZIP=1.75, Synergy_Bliss=3.90, Synergy_Loewe=0.483, Synergy_HSA=0.905.